Dataset: Full USPTO retrosynthesis dataset with 1.9M reactions from patents (1976-2016). Task: Predict the reactants needed to synthesize the given product. (1) Given the product [Cl:25][C:26]1[CH:34]=[C:33]([Cl:35])[CH:32]=[C:31]2[C:27]=1[CH2:28][CH2:29][CH:30]2[N:13]1[C:14](=[O:22])[C:15]([C:17]([O:19][CH2:20][CH3:21])=[O:18])=[CH:16][N:11]([C:9]2[CH:8]=[CH:7][C:6]3[N:2]([CH3:1])[C:3](=[O:24])[S:4][C:5]=3[CH:10]=2)[C:12]1=[O:23], predict the reactants needed to synthesize it. The reactants are: [CH3:1][N:2]1[C:6]2[CH:7]=[CH:8][C:9]([N:11]3[CH:16]=[C:15]([C:17]([O:19][CH2:20][CH3:21])=[O:18])[C:14](=[O:22])[NH:13][C:12]3=[O:23])=[CH:10][C:5]=2[S:4][C:3]1=[O:24].[Cl:25][C:26]1[CH:34]=[C:33]([Cl:35])[CH:32]=[C:31]2[C:27]=1[CH2:28][CH2:29][CH:30]2O.C1(P(C2C=CC=CC=2)C2C=CC=CC=2)C=CC=CC=1.N(C(OC(C)C)=O)=NC(OC(C)C)=O.Cl. (2) Given the product [Br:1][C:2]1[CH:11]=[C:10]2[C:5]([C:6]([C:26]([O:28][CH2:29][CH3:30])=[CH2:27])=[CH:7][C:8](=[O:12])[O:9]2)=[CH:4][CH:3]=1, predict the reactants needed to synthesize it. The reactants are: [Br:1][C:2]1[CH:11]=[C:10]2[C:5]([C:6](OS(C(F)(F)F)(=O)=O)=[CH:7][C:8](=[O:12])[O:9]2)=[CH:4][CH:3]=1.C([Sn](CCCC)(CCCC)[C:26]([O:28][CH2:29][CH3:30])=[CH2:27])CCC.[Li+].[Cl-]. (3) Given the product [C:1]1([C:33]2[CH:34]=[CH:35][CH:36]=[CH:37][CH:38]=2)[CH:2]=[CH:3][C:4]([C:7]([N:9]([CH2:11][C:12]2[CH:13]=[C:14]([C:18]3[CH:23]=[CH:22][C:21]([CH2:24][C@H:25]([O:30][CH2:31][CH3:32])[C:26]([OH:28])=[O:27])=[CH:20][CH:19]=3)[CH:15]=[CH:16][CH:17]=2)[CH3:10])=[O:8])=[CH:5][CH:6]=1, predict the reactants needed to synthesize it. The reactants are: [C:1]1([C:33]2[CH:38]=[CH:37][CH:36]=[CH:35][CH:34]=2)[CH:6]=[CH:5][C:4]([C:7]([N:9]([CH2:11][C:12]2[CH:13]=[C:14]([C:18]3[CH:23]=[CH:22][C:21]([CH2:24][C@H:25]([O:30][CH2:31][CH3:32])[C:26]([O:28]C)=[O:27])=[CH:20][CH:19]=3)[CH:15]=[CH:16][CH:17]=2)[CH3:10])=[O:8])=[CH:3][CH:2]=1.O.[OH-].[Li+].O.CO. (4) The reactants are: C(OC[C@@H](O)[C@@H:7]([C:20]([O:22][C:23]([CH3:26])([CH3:25])C)=O)[CH2:8][C:9]1[CH:19]=[CH:18][C:12]2[O:13][C:14]([CH3:17])([CH3:16])[O:15][C:11]=2[CH:10]=1)(=O)C.C[O:29][C:30](C)=C.C[C:34]1(C)[C@@H:38]2[CH2:39][CH2:37][C@@:38]1([CH2:39]S(O)(=O)=O)[C:34](=O)[CH2:37]2.[C:48](=[O:51])([O-])[O-:49].[K+].[K+].C[N:55](C=O)C. Given the product [C:38]([O:49][C:48]([N:55]1[C@@H:7]([CH2:8][C:9]2[CH:19]=[CH:18][C:12]3[O:13][C:14]([CH3:16])([CH3:17])[O:15][C:11]=3[CH:10]=2)[C@@H:20]([CH2:30][OH:29])[O:22][C:23]1([CH3:25])[CH3:26])=[O:51])([CH3:37])([CH3:34])[CH3:39], predict the reactants needed to synthesize it.